This data is from Peptide-MHC class II binding affinity with 134,281 pairs from IEDB. The task is: Regression. Given a peptide amino acid sequence and an MHC pseudo amino acid sequence, predict their binding affinity value. This is MHC class II binding data. (1) The peptide sequence is GRHLIFCHSKRKCDELATKL. The MHC is DRB1_0803 with pseudo-sequence DRB1_0803. The binding affinity (normalized) is 0. (2) The peptide sequence is MASSSSVLLVVVLFA. The MHC is DRB3_0101 with pseudo-sequence DRB3_0101. The binding affinity (normalized) is 0.167.